Task: Predict the reactants needed to synthesize the given product.. Dataset: Retrosynthesis with 50K atom-mapped reactions and 10 reaction types from USPTO Given the product CS(C)=O, predict the reactants needed to synthesize it. The reactants are: CCOC(=O)c1c[nH]c2ccc(OCC)nc2c1=O.NCc1ccccc1.